From a dataset of Reaction yield outcomes from USPTO patents with 853,638 reactions. Predict the reaction yield, written as a fraction of the theoretical maximum amount of product (1.0 means a 100% yield; for example, 0.34 means a 34% yield). (1) The reactants are O[C:2]1[C:7]([C:8]#[N:9])=[CH:6][N:5]=[C:4]2[C:10]3[CH:16]=[C:15]([N+:17]([O-:19])=[O:18])[CH:14]=[CH:13][C:11]=3[S:12][C:3]=12.P(Cl)(Cl)([Cl:22])=O. No catalyst specified. The product is [Cl:22][C:2]1[C:7]([C:8]#[N:9])=[CH:6][N:5]=[C:4]2[C:10]3[CH:16]=[C:15]([N+:17]([O-:19])=[O:18])[CH:14]=[CH:13][C:11]=3[S:12][C:3]=12. The yield is 0.730. (2) The reactants are O=[C:2]1[C:11]2[C:10]([C:12](OC)=[O:13])=[CH:9][CH:8]=[CH:7][C:6]=2[NH:5][CH:4]([C:16]2[CH:21]=[CH:20][CH:19]=[CH:18][N:17]=2)[CH:3]1[C:22]1[CH:27]=[CH:26][CH:25]=[CH:24][N:23]=1.O=C1C2C(C(OCC)=O)=CC=CC=2NC(C2C=CC=CN=2)C1C1C=CC=CN=1.O.[NH2:57][NH2:58]. No catalyst specified. The product is [N:17]1[CH:18]=[CH:19][CH:20]=[CH:21][C:16]=1[CH:4]1[NH:5][C:6]2[C:11]3[C:2](=[N:57][NH:58][C:12](=[O:13])[C:10]=3[CH:9]=[CH:8][CH:7]=2)[CH:3]1[C:22]1[CH:27]=[CH:26][CH:25]=[CH:24][N:23]=1. The yield is 0.370.